From a dataset of Full USPTO retrosynthesis dataset with 1.9M reactions from patents (1976-2016). Predict the reactants needed to synthesize the given product. (1) Given the product [CH2:1]([N:3]1[C:7]([CH3:8])=[C:6]([OH:20])[C:5]([CH3:11])=[N:4]1)[CH3:2], predict the reactants needed to synthesize it. The reactants are: [CH2:1]([N:3]1[C:7]([CH3:8])=[C:6](C=O)[C:5]([CH3:11])=[N:4]1)[CH3:2].ClC1C=CC=C(C(OO)=[O:20])C=1.C(OCC)(=O)C. (2) Given the product [I:17][C:4]1[C:5](=[O:6])[C:7]2[C:8](=[CH:9][C:10]([O:13][CH3:14])=[CH:11][CH:12]=2)[O:15][CH:3]=1, predict the reactants needed to synthesize it. The reactants are: CN(C)[CH:3]=[CH:4][C:5]([C:7]1[CH:12]=[CH:11][C:10]([O:13][CH3:14])=[CH:9][C:8]=1[OH:15])=[O:6].[I:17]N1C(=O)CCC1=O.CO. (3) Given the product [CH2:8]([O:7][CH2:5][CH2:4][CH2:23][CH2:24][CH2:19][CH3:20])[CH2:9][CH2:10][CH2:11][CH2:12][CH3:13], predict the reactants needed to synthesize it. The reactants are: [OH-].[Na+].Cl[CH2:4][C:5]([OH:7])=O.[CH2:8](Cl)[CH2:9][CH2:10][CH2:11][CH2:12][CH3:13].[N+]([O-])(O)=O.[C:19](O)(=O)[CH3:20].[CH2:23](O)[CH3:24]. (4) Given the product [CH3:1][O:2][C:3]([C:5]1[CH:6]=[C:7]([C:12]2[CH:17]=[CH:16][C:15]([CH3:18])=[CH:14][CH:13]=2)[CH:8]=[C:9]([C:35](=[O:36])[NH:21][CH2:19][CH3:20])[CH:10]=1)=[O:4], predict the reactants needed to synthesize it. The reactants are: [CH3:1][O:2][C:3]([C:5]1[CH:6]=[C:7]([C:12]2[CH:17]=[CH:16][C:15]([CH3:18])=[CH:14][CH:13]=2)[CH:8]=[C:9](I)[CH:10]=1)=[O:4].[CH2:19]([NH2:21])[CH3:20].C1CCN2C(=NCCC2)CC1.C1C[O:36][CH2:35]C1. (5) Given the product [Br:1][C:2]1[CH:3]=[C:4]2[C:8](=[CH:9][C:10]=1[F:11])[N:7]([CH3:14])[CH:6]=[CH:5]2, predict the reactants needed to synthesize it. The reactants are: [Br:1][C:2]1[CH:3]=[C:4]2[C:8](=[CH:9][C:10]=1[F:11])[NH:7][CH:6]=[CH:5]2.[OH-].[K+].[CH3:14]I. (6) Given the product [CH3:43][N:42]([CH3:44])[CH2:41][C:40]([N:39]([CH3:46])[C:37]1[C:36]([CH3:47])=[CH:35][C:34]([O:48][CH3:49])=[C:33]([NH:32][C:3]2[NH:4][C:5]3=[N:21][CH:20]=[CH:19][C:6]3=[C:7]([NH:8][C:9]3[CH:10]=[CH:11][CH:12]=[C:13]([F:18])[C:14]=3[C:15]([NH:51][CH3:50])=[O:17])[N:16]=2)[CH:38]=1)=[O:45], predict the reactants needed to synthesize it. The reactants are: Cl.Cl[C:3]1[N:16]2[C:7](=[N:8][C:9]3[C:14]([C:15]2=[O:17])=[C:13]([F:18])[CH:12]=[CH:11][CH:10]=3)[C:6]2[CH:19]=[CH:20][N:21](S(C3C=CC(C)=CC=3)(=O)=O)[C:5]=2[N:4]=1.[NH2:32][C:33]1[C:34]([O:48][CH3:49])=[CH:35][C:36]([CH3:47])=[C:37]([N:39]([CH3:46])[C:40](=[O:45])[CH2:41][N:42]([CH3:44])[CH3:43])[CH:38]=1.[CH3:50][NH2:51]. (7) Given the product [C:1]([N:4]1[CH2:9][CH2:8][N:7]([C:13](=[O:14])[CH2:12][C:11](=[O:15])[CH3:10])[CH2:6][CH2:5]1)(=[O:3])[CH3:2], predict the reactants needed to synthesize it. The reactants are: [C:1]([N:4]1[CH2:9][CH2:8][NH:7][CH2:6][CH2:5]1)(=[O:3])[CH3:2].[CH2:10]=[C:11]1[O:15][C:13](=[O:14])[CH2:12]1.